This data is from Experimentally validated miRNA-target interactions with 360,000+ pairs, plus equal number of negative samples. The task is: Binary Classification. Given a miRNA mature sequence and a target amino acid sequence, predict their likelihood of interaction. (1) The miRNA is hsa-miR-6837-3p with sequence CCUUCACUGUGACUCUGCUGCAG. The protein sequence of the target gene is MASRGGGRGRGRGQLTFNMEAVGIGKGDALPPPTLQPSPLFPPLEFHPVPLPAGEEGEYVLALKQELRGAMRQLPYFIRPAVPKRDVERYSDKYQMSGPIDNAIDWNPDWRRLPSELKIRVRKVQKERTTIILPKRPPKSTDDKEETIQKLETLEKKEEEVTSEEDEEKEEEEEKEEGEEEEYDEEEHEEETDYIMSYFDNGEDFGGDSDDNMDEAIY. Result: 0 (no interaction). (2) The miRNA is hsa-miR-155-5p with sequence UUAAUGCUAAUCGUGAUAGGGGUU. The protein sequence of the target gene is MDCRTKANPDRTFDLVLKVKCHASENEDPVVLWKFPEDFGDQEILQSVPKFCFPFDVERVSQNQVGQHFTFVLTDIESKQRFGFCRLTSGGTICLCILSYLPWFEVYYKLLNTLADYLAKELENDLNETLRSLYNHPVPKANTPVNLSVNQEIFIACEQVLKDQPALVPHSYFIAPDVTGLPTIPESRNLTEYFVAVDVNNMLQLYASMLHERRIVIISSKLSTLTACIHGSAALLYPMYWQHIYIPVLPPHLLDYCCAPMPYLIGIHSSLIERVKNKSLEDVVMLNVDTNTLESPFSDL.... Result: 1 (interaction). (3) The miRNA is hsa-miR-452-3p with sequence CUCAUCUGCAAAGAAGUAAGUG. The protein sequence of the target gene is MATVPELNCEMPPFDSDENDLFFEVDGPQKMKGCFQTFDLGCPDESIQLQISQQHINKSFRQAVSLIVAVEKLWQLPVSFPWTFQDEDMSTFFSFIFEEEPILCDSWDDDDNLLVCDVPIRQLHYRLRDEQQKSLVLSDPYELKALHLNGQNINQQVIFSMSFVQGEPSNDKIPVALGLKGKNLYLSCVMKDGTPTLQLESVDPKQYPKKKMEKRFVFNKIEVKSKVEFESAEFPNWYISTSQAEHKPVFLGNNSGQDIIDFTMESVSS. Result: 0 (no interaction). (4) The miRNA is hsa-miR-7159-3p with sequence UUUCUAUGUUAGUUGGAAG. The protein sequence of the target gene is MHLSAVFNALLVSVLAAVLWKHVRLREHAATLEEELALGQQSLDPVLGLKIDYPKALQILMEGGTHMVCTGRTHTDRICRFKWLCYSNEAEEFIFFHGNSSVMLPNLGSRRFQPALLDLSTVEDHNAQYFNFVELPAAALRFMPKPVFVPDVALIANRFNPDNLMHVFHDDLLPLFYTLRQFPGLAQEARLFFMEGWGEGAHFDLYKLLSPKQPLLRAQLKTLGRLLCFSHAFVGLSKVTTWYQYGFVQPQGPKANILVSGNEIRQFTRFMTERLNVSHAGAPLGEEYILVFSRTQNRLI.... Result: 0 (no interaction). (5) The miRNA is hsa-miR-6887-5p with sequence UGGGGGGACAGAUGGAGAGGACA. The protein sequence of the target gene is MDALEGESFALSFSSASDAEFDAVVGYLEDIIMDDEFQLLQRNFMDKYYLEFEDTEENKLIYTPIFNEYISLVEKYIEEQLLQRIPEFNMAAFTTTLQHHKDEVAGDIFDMLLTFTDFLAFKEMFLDYRAEKEGRGLDLSSGLVVTSLCKSSSLPASQNNLRH. Result: 0 (no interaction). (6) The protein sequence of the target gene is MSGHTLPPLPVPGTNSTEQASVPRAMAATLGAGTPPRPQARSIAGVYVEASGQAQSVYAAMEQGLLPAGLGQALLEAQAATGGLVDLARGQLLPVSKALQQGLVGLELKEKLLAAERATTGYPDPYGGEKLALFQAIGKEVVDRALGQSWLEVQLATGGLVDPAQGVLVAPEPACHQGLLDRETWHKLSELEPGTGDLRFLDPNTLERLTYHQLLERCVRAPGSGLALLPLKITFRSMGGAVSAAELLEVGILDEQAVQGLREGRLAAVDVSARAEVRRYLEGTGSVAGVVLLPEGHKKS.... Result: 0 (no interaction). The miRNA is mmu-miR-670-5p with sequence AUCCCUGAGUGUAUGUGGUGAA.